Dataset: Forward reaction prediction with 1.9M reactions from USPTO patents (1976-2016). Task: Predict the product of the given reaction. (1) Given the reactants C([O:4][C@H:5]1[CH2:22][CH2:21][C@@:20]2([CH3:23])[C@@H:7]([CH2:8][CH2:9][C@:10]3([CH3:47])[C@@H:19]2[CH2:18][CH2:17][C@H:16]2[C@@:11]3([CH3:46])[CH2:12][CH2:13][C@@:14]3([C:31]([N:33]4[CH2:38][CH2:37][N:36]([CH2:39][CH2:40][O:41][CH2:42][CH2:43][O:44][CH3:45])[CH2:35][CH2:34]4)=[O:32])[CH2:26][CH2:25][C@@H:24]([C:27]4([CH3:30])[CH2:29][CH2:28]4)[C@@H:15]32)[C:6]1([CH3:49])[CH3:48])(=O)C.CO, predict the reaction product. The product is: [OH:4][C@H:5]1[CH2:22][CH2:21][C@@:20]2([CH3:23])[C@@H:7]([CH2:8][CH2:9][C@:10]3([CH3:47])[C@@H:19]2[CH2:18][CH2:17][C@H:16]2[C@@:11]3([CH3:46])[CH2:12][CH2:13][C@@:14]3([C:31]([N:33]4[CH2:34][CH2:35][N:36]([CH2:39][CH2:40][O:41][CH2:42][CH2:43][O:44][CH3:45])[CH2:37][CH2:38]4)=[O:32])[CH2:26][CH2:25][C@@H:24]([C:27]4([CH3:30])[CH2:29][CH2:28]4)[C@@H:15]32)[C:6]1([CH3:49])[CH3:48]. (2) Given the reactants [NH2:1][C@H:2]([C:6]([OH:8])=[O:7])[CH:3]([CH3:5])[CH3:4].C([O-])(O)=O.[Na+].[C:14](Cl)([O:16][CH2:17][CH:18]1[C:30]2[C:25](=[CH:26][CH:27]=[CH:28][CH:29]=2)[C:24]2[C:19]1=[CH:20][CH:21]=[CH:22][CH:23]=2)=[O:15].Cl, predict the reaction product. The product is: [NH:1]([C:14]([O:16][CH2:17][CH:18]1[C:19]2[C:24](=[CH:23][CH:22]=[CH:21][CH:20]=2)[C:25]2[C:30]1=[CH:29][CH:28]=[CH:27][CH:26]=2)=[O:15])[C@H:2]([C:6]([OH:8])=[O:7])[CH:3]([CH3:5])[CH3:4]. (3) Given the reactants [Cl:1][C:2]1[C:7]([Cl:8])=[CH:6][C:5]([NH:9][NH2:10])=[C:4]([S:11][CH2:12][CH3:13])[CH:3]=1.[NH2:14][C:15]1[CH:23]=[CH:22][C:21]([C:24]([F:27])([F:26])[F:25])=[CH:20][C:16]=1[C:17](O)=[O:18].N[C:29]1C(C(NNC2C=C(C#N)C=CC=2SCC)=O)=CC(Br)=CN=1, predict the reaction product. The product is: [Cl:1][C:2]1[C:7]([Cl:8])=[CH:6][C:5]([NH:9][N:10]2[C:17](=[O:18])[C:16]3[C:15](=[CH:23][CH:22]=[C:21]([C:24]([F:27])([F:26])[F:25])[CH:20]=3)[N:14]=[CH:29]2)=[C:4]([S:11][CH2:12][CH3:13])[CH:3]=1. (4) The product is: [CH3:56][O:55][C:53]([C:52]1[CH:57]=[CH:58][CH:59]=[CH:60][C:51]=1[NH:50][C:14]([CH:11]1[CH2:10][CH2:9][N:8]([C:6]([O:5][C:2]([CH3:1])([CH3:3])[CH3:4])=[O:7])[CH2:13][CH2:12]1)=[O:16])=[O:54]. Given the reactants [CH3:1][C:2]([O:5][C:6]([N:8]1[CH2:13][CH2:12][CH:11]([C:14]([OH:16])=O)[CH2:10][CH2:9]1)=[O:7])([CH3:4])[CH3:3].CN(C(ON1N=NC2C=CC=NC1=2)=[N+](C)C)C.F[P-](F)(F)(F)(F)F.C(N(C(C)C)CC)(C)C.[NH2:50][C:51]1[CH:60]=[CH:59][CH:58]=[CH:57][C:52]=1[C:53]([O:55][CH3:56])=[O:54], predict the reaction product. (5) Given the reactants [CH:1]1([C:4]2[CH:5]=[C:6]3[C:31]([C:32](=[O:35])[NH:33][CH3:34])=[C:30]([C:36]4[CH:41]=[CH:40][C:39]([CH3:42])=[CH:38][CH:37]=4)[O:29][C:7]3=[N:8][C:9]=2[N:10]([CH2:15][CH2:16][CH2:17][CH2:18][CH:19]([S:25]([CH3:28])(=[O:27])=[O:26])[C:20]([O:22]CC)=[O:21])[S:11]([CH3:14])(=[O:13])=[O:12])[CH2:3][CH2:2]1.[OH-].[Na+], predict the reaction product. The product is: [CH:1]1([C:4]2[CH:5]=[C:6]3[C:31]([C:32](=[O:35])[NH:33][CH3:34])=[C:30]([C:36]4[CH:41]=[CH:40][C:39]([CH3:42])=[CH:38][CH:37]=4)[O:29][C:7]3=[N:8][C:9]=2[N:10]([CH2:15][CH2:16][CH2:17][CH2:18][CH:19]([S:25]([CH3:28])(=[O:27])=[O:26])[C:20]([OH:22])=[O:21])[S:11]([CH3:14])(=[O:12])=[O:13])[CH2:2][CH2:3]1. (6) Given the reactants [C:1]([C:3]1[C:4]([C:17]([F:20])([F:19])[F:18])=[C:5]2[C:9](=[CH:10][CH:11]=1)[N:8]([CH2:12][C:13](=[NH:16])[NH:14][OH:15])[CH:7]=[CH:6]2)#[N:2].[Cl:21][C:22]1[C:30]([C:31]([F:34])([F:33])[F:32])=[CH:29][CH:28]=[CH:27][C:23]=1[C:24](O)=O, predict the reaction product. The product is: [Cl:21][C:22]1[C:30]([C:31]([F:32])([F:33])[F:34])=[CH:29][CH:28]=[CH:27][C:23]=1[C:24]1[O:15][N:14]=[C:13]([CH2:12][N:8]2[C:9]3[C:5](=[C:4]([C:17]([F:19])([F:20])[F:18])[C:3]([C:1]#[N:2])=[CH:11][CH:10]=3)[CH:6]=[CH:7]2)[N:16]=1. (7) Given the reactants Br[C:2]1[CH:3]=[CH:4][C:5]([F:23])=[C:6]([CH:22]=1)[C:7]([NH:9][C:10]1[C:19]([CH3:20])=[CH:18][C:13]([C:14]([O:16][CH3:17])=[O:15])=[CH:12][C:11]=1[CH3:21])=[O:8].[C:24]([Si:28]([CH3:38])([CH3:37])[O:29][CH2:30][CH:31]1[CH2:36][CH2:35][CH2:34][NH:33][CH2:32]1)([CH3:27])([CH3:26])[CH3:25].C([O-])([O-])=O.[Cs+].[Cs+].COC1C=CC=C(OC)C=1C1C=CC=CC=1P(C1CCCCC1)C1CCCCC1, predict the reaction product. The product is: [Si:28]([O:29][CH2:30][CH:31]1[CH2:36][CH2:35][CH2:34][N:33]([C:2]2[CH:3]=[CH:4][C:5]([F:23])=[C:6]([CH:22]=2)[C:7]([NH:9][C:10]2[C:19]([CH3:20])=[CH:18][C:13]([C:14]([O:16][CH3:17])=[O:15])=[CH:12][C:11]=2[CH3:21])=[O:8])[CH2:32]1)([C:24]([CH3:27])([CH3:26])[CH3:25])([CH3:38])[CH3:37].